Dataset: Forward reaction prediction with 1.9M reactions from USPTO patents (1976-2016). Task: Predict the product of the given reaction. (1) Given the reactants C(=O)(O)[O-:2].[Na+].ClC1C=CC=C(C(OO)=O)C=1.[N:17]1([C:22]([O:24][C:25]([CH3:28])([CH3:27])[CH3:26])=[O:23])[CH2:21][CH:20]=[CH:19][CH2:18]1.C(OC(=O)C)C, predict the reaction product. The product is: [CH:19]12[O:2][CH:20]1[CH2:21][N:17]([C:22]([O:24][C:25]([CH3:28])([CH3:27])[CH3:26])=[O:23])[CH2:18]2. (2) Given the reactants [OH:1][CH:2]1[CH2:7][CH2:6][CH2:5][N:4]([C:8]2[N:9]=[C:10]3[CH:27]=[C:26](/[CH:28]=[CH:29]/[C:30]4[S:31][CH:32]=[C:33]([CH:35]([CH3:37])[CH3:36])[N:34]=4)[CH:25]=[CH:24][N:11]3[C:12](=[O:23])[C:13]=2/[CH:14]=[CH:15]/[C:16]([O:18]C(C)(C)C)=[O:17])[CH2:3]1.Cl, predict the reaction product. The product is: [OH:1][CH:2]1[CH2:7][CH2:6][CH2:5][N:4]([C:8]2[N:9]=[C:10]3[CH:27]=[C:26](/[CH:28]=[CH:29]/[C:30]4[S:31][CH:32]=[C:33]([CH:35]([CH3:37])[CH3:36])[N:34]=4)[CH:25]=[CH:24][N:11]3[C:12](=[O:23])[C:13]=2/[CH:14]=[CH:15]/[C:16]([OH:18])=[O:17])[CH2:3]1. (3) Given the reactants [Cl:1][C:2]1[CH:3]=[C:4]([C:8]2[C:13]3[N:14]([CH2:25][C@H:26]4[CH2:31][CH2:30][C@H:29]([CH3:32])[CH2:28][CH2:27]4)[C:15]([NH:17][C:18]4[CH:23]=[CH:22][CH:21]=[CH:20][C:19]=4[F:24])=[N:16][C:12]=3[CH:11]=[C:10]([C:33](=[NH:36])[NH:34][OH:35])[N:9]=2)[CH:5]=[N:6][CH:7]=1.[O:37]1[C:41](=O)NC=N1, predict the reaction product. The product is: [Cl:1][C:2]1[CH:3]=[C:4]([C:8]2[C:13]3[N:14]([CH2:25][C@H:26]4[CH2:27][CH2:28][C@H:29]([CH3:32])[CH2:30][CH2:31]4)[C:15]([NH:17][C:18]4[CH:23]=[CH:22][CH:21]=[CH:20][C:19]=4[F:24])=[N:16][C:12]=3[CH:11]=[C:10]([C:33]3[NH:36][C:41](=[O:37])[O:35][N:34]=3)[N:9]=2)[CH:5]=[N:6][CH:7]=1. (4) Given the reactants [NH2:1][C:2]1[CH:7]=[CH:6][C:5]([C:8]2[S:12][C:11]([CH:13]3[CH2:18][CH2:17][CH:16]([CH2:19][C:20]([O:22][CH2:23][CH3:24])=[O:21])[CH2:15][CH2:14]3)=[N:10][CH:9]=2)=[CH:4][CH:3]=1.ClC(Cl)(O[C:29](=[O:35])OC(Cl)(Cl)Cl)Cl.C(N(CC)CC)C.[F:44][C:45]1[CH:46]=[C:47]([CH:49]=[C:50]([F:53])[C:51]=1[F:52])[NH2:48], predict the reaction product. The product is: [F:44][C:45]1[CH:46]=[C:47]([NH:48][C:29](=[O:35])[NH:1][C:2]2[CH:3]=[CH:4][C:5]([C:8]3[S:12][C:11]([CH:13]4[CH2:14][CH2:15][CH:16]([CH2:19][C:20]([O:22][CH2:23][CH3:24])=[O:21])[CH2:17][CH2:18]4)=[N:10][CH:9]=3)=[CH:6][CH:7]=2)[CH:49]=[C:50]([F:53])[C:51]=1[F:52].